Dataset: Forward reaction prediction with 1.9M reactions from USPTO patents (1976-2016). Task: Predict the product of the given reaction. (1) Given the reactants [Cl:1][C:2]1[C:9]([CH3:10])=[C:8]([N:11]2[C@H:15]([C:16]([F:19])([F:18])[F:17])[C@@H:14]3[C@@H:20]([N:23]=[N+]=[N-])[CH2:21][CH2:22][N:13]3[C:12]2=[O:26])[CH:7]=[CH:6][C:3]=1[C:4]#[N:5].[H][H], predict the reaction product. The product is: [Cl:1][C:2]1[C:9]([CH3:10])=[C:8]([N:11]2[C@H:15]([C:16]([F:18])([F:19])[F:17])[C@@H:14]3[C@@H:20]([NH2:23])[CH2:21][CH2:22][N:13]3[C:12]2=[O:26])[CH:7]=[CH:6][C:3]=1[C:4]#[N:5]. (2) Given the reactants C1(C#CC2CC3(CCN(C(OC(C)(C)C)=O)CC3)ON=2)C=CC=CC=1.[Cl:26][C:27]1[CH:28]=[C:29]([C:33]#[C:34][CH:35]=[N:36][OH:37])[CH:30]=[CH:31][CH:32]=1.[CH2:38]=[C:39]1[CH2:44][CH2:43][O:42][CH2:41][CH2:40]1, predict the reaction product. The product is: [Cl:26][C:27]1[CH:28]=[C:29]([C:33]#[C:34][C:35]2[CH2:38][C:39]3([CH2:44][CH2:43][O:42][CH2:41][CH2:40]3)[O:37][N:36]=2)[CH:30]=[CH:31][CH:32]=1. (3) Given the reactants [N:1]1[CH:6]=[CH:5][CH:4]=[N:3][C:2]=1[N:7]1[CH2:12][CH2:11][CH:10]([C:13]([OH:15])=O)[CH2:9][CH2:8]1.BrC1N=CC=CN=1.[N:23]1[C:31]([NH2:32])=[C:30]2[C:26]([N:27]=[CH:28][NH:29]2)=[N:25][CH:24]=1, predict the reaction product. The product is: [N:23]1[C:31]([NH:32][C:13]([CH:10]2[CH2:9][CH2:8][N:7]([C:2]3[N:1]=[CH:6][CH:5]=[CH:4][N:3]=3)[CH2:12][CH2:11]2)=[O:15])=[C:30]2[C:26]([N:27]=[CH:28][NH:29]2)=[N:25][CH:24]=1. (4) Given the reactants [F:1][C:2]1[CH:9]=[CH:8][CH:7]=[C:6]([O:10][CH2:11][C:12]([F:15])([F:14])[F:13])[C:3]=1[C:4]#N.[H-].C([Al+]CC(C)C)C(C)C.C[OH:27].Cl, predict the reaction product. The product is: [F:1][C:2]1[CH:9]=[CH:8][CH:7]=[C:6]([O:10][CH2:11][C:12]([F:15])([F:14])[F:13])[C:3]=1[CH:4]=[O:27]. (5) Given the reactants [NH2:1][C:2]1[C:7]([C:8]([O:10][CH2:11][CH3:12])=[O:9])=[C:6]([CH3:13])[N:5]=[C:4]2[S:14][CH:15]=[C:16]([CH3:17])[C:3]=12.[Br:18]N1C(=O)CCC1=O, predict the reaction product. The product is: [NH2:1][C:2]1[C:7]([C:8]([O:10][CH2:11][CH3:12])=[O:9])=[C:6]([CH3:13])[N:5]=[C:4]2[S:14][C:15]([Br:18])=[C:16]([CH3:17])[C:3]=12. (6) Given the reactants [CH2:1]([O:3][C:4]1[C:8]([CH2:9][CH2:10][CH2:11][OH:12])=[CH:7][N:6]([C:13]2[CH:18]=[CH:17][C:16]([C:19]([F:22])([F:21])[F:20])=[CH:15][N:14]=2)[N:5]=1)[CH3:2].O[C:24]1[CH:29]=[C:28]([O:30][CH3:31])[CH:27]=[CH:26][C:25]=1[CH2:32][CH2:33][C:34]([O:36]CC)=[O:35].C(P(CCCC)CCCC)CCC.N(C(N1CCCCC1)=O)=NC(N1CCCCC1)=O, predict the reaction product. The product is: [CH2:1]([O:3][C:4]1[C:8]([CH2:9][CH2:10][CH2:11][O:12][C:26]2[CH:27]=[C:28]([O:30][CH3:31])[CH:29]=[CH:24][C:25]=2[CH2:32][CH2:33][C:34]([OH:36])=[O:35])=[CH:7][N:6]([C:13]2[CH:18]=[CH:17][C:16]([C:19]([F:21])([F:20])[F:22])=[CH:15][N:14]=2)[N:5]=1)[CH3:2]. (7) Given the reactants Br[C:2]1[N:3]([C:7]2[N:16]=[CH:15][C:14]3[N:13]([CH3:17])[C:12](=[O:18])[C@@H:11]([CH2:19][CH3:20])[N:10]([CH:21]4[CH2:25][CH2:24][CH2:23][CH2:22]4)[C:9]=3[N:8]=2)[CH:4]=[CH:5][N:6]=1.[NH:26]1[CH2:30][CH2:29][CH2:28][CH2:27]1.C(Cl)(Cl)Cl.C1C=CC(P(C2C(C3C(P(C4C=CC=CC=4)C4C=CC=CC=4)=CC=C4C=3C=CC=C4)=C3C(C=CC=C3)=CC=2)C2C=CC=CC=2)=CC=1.C([O-])([O-])=O.[K+].[K+], predict the reaction product. The product is: [CH:21]1([N:10]2[C:9]3[N:8]=[C:7]([N:3]4[CH:4]=[CH:5][N:6]=[C:2]4[N:26]4[CH2:30][CH2:29][CH2:28][CH2:27]4)[N:16]=[CH:15][C:14]=3[N:13]([CH3:17])[C:12](=[O:18])[C@H:11]2[CH2:19][CH3:20])[CH2:25][CH2:24][CH2:23][CH2:22]1. (8) The product is: [OH:1][CH:2]([CH2:16][NH:20][CH:17]([CH3:19])[CH3:18])[CH2:3][O:4][C:5]1[CH:10]=[CH:9][C:8]([CH2:11][C:12]([O:14][CH3:15])=[O:13])=[CH:7][CH:6]=1. Given the reactants [O:1]1[CH2:16][CH:2]1[CH2:3][O:4][C:5]1[CH:10]=[CH:9][C:8]([CH2:11][C:12]([O:14][CH3:15])=[O:13])=[CH:7][CH:6]=1.[CH:17]([NH2:20])([CH3:19])[CH3:18].O, predict the reaction product.